The task is: Regression. Given a peptide amino acid sequence and an MHC pseudo amino acid sequence, predict their binding affinity value. This is MHC class II binding data.. This data is from Peptide-MHC class II binding affinity with 134,281 pairs from IEDB. (1) The peptide sequence is MRIYCSLFKNVRL. The MHC is HLA-DQA10101-DQB10501 with pseudo-sequence HLA-DQA10101-DQB10501. The binding affinity (normalized) is 0.328. (2) The peptide sequence is YDKFLANVSTILTGK. The MHC is DRB1_1001 with pseudo-sequence DRB1_1001. The binding affinity (normalized) is 0.640. (3) The peptide sequence is NGILKKLSSIKSKSR. The MHC is DRB1_1101 with pseudo-sequence DRB1_1101. The binding affinity (normalized) is 0.738. (4) The peptide sequence is SVGKGIHTVFGSAFQ. The MHC is DRB5_0101 with pseudo-sequence DRB5_0101. The binding affinity (normalized) is 0.202. (5) The peptide sequence is EEALNVALAVVTLLA. The MHC is DRB1_1101 with pseudo-sequence DRB1_1101. The binding affinity (normalized) is 0.238. (6) The peptide sequence is QRMFTREELIHFPEF. The MHC is HLA-DQA10601-DQB10402 with pseudo-sequence HLA-DQA10601-DQB10402. The binding affinity (normalized) is 0.290. (7) The peptide sequence is AAATAETTVYGAFAA. The MHC is HLA-DQA10501-DQB10301 with pseudo-sequence HLA-DQA10501-DQB10301. The binding affinity (normalized) is 0.602. (8) The peptide sequence is TEDQAMEDIKQMEAE. The MHC is HLA-DQA10501-DQB10301 with pseudo-sequence HLA-DQA10501-DQB10301. The binding affinity (normalized) is 0.0560.